Task: Binary Classification. Given a T-cell receptor sequence (or CDR3 region) and an epitope sequence, predict whether binding occurs between them.. Dataset: TCR-epitope binding with 47,182 pairs between 192 epitopes and 23,139 TCRs (1) The TCR CDR3 sequence is CSVARDPNSYEQYF. The epitope is GTSGSPIINR. Result: 0 (the TCR does not bind to the epitope). (2) The TCR CDR3 sequence is CASSQRASGGDEQFF. The epitope is YLNTLTLAV. Result: 0 (the TCR does not bind to the epitope). (3) The epitope is EHPTFTSQYRIQGKL. The TCR CDR3 sequence is CASSESQGHDQPQHF. Result: 0 (the TCR does not bind to the epitope). (4) The TCR CDR3 sequence is CARSQVARGGLGDEQFF. Result: 0 (the TCR does not bind to the epitope). The epitope is GLCTLVAML. (5) Result: 0 (the TCR does not bind to the epitope). The epitope is IPRRNVATL. The TCR CDR3 sequence is CAISGLAGIQSSTDTQYF. (6) The TCR CDR3 sequence is CASSYSTGSNQPQHF. Result: 1 (the TCR binds to the epitope). The epitope is LLQTGIHVRVSQPSL.